Dataset: Catalyst prediction with 721,799 reactions and 888 catalyst types from USPTO. Task: Predict which catalyst facilitates the given reaction. (1) Reactant: [CH:1]1([N:4]2[C:13]3[C:8](=[CH:9][C:10]([F:54])=[C:11]([N:16]4[CH2:21][CH2:20][N:19]([CH2:22][CH2:23][C:24]([C:26]5[CH:31]=[CH:30][C:29]([O:32][CH2:33][CH2:34][CH2:35][CH:36]([P:45]([O:50]CC)([O:47]CC)=[O:46])[P:37]([O:42]CC)([O:39]CC)=[O:38])=[CH:28][CH:27]=5)=[O:25])[CH:18]([CH3:53])[CH2:17]4)[C:12]=3[O:14][CH3:15])[C:7](=[O:55])[C:6]([C:56]([OH:58])=[O:57])=[CH:5]2)[CH2:3][CH2:2]1.C[Si](Br)(C)C. The catalyst class is: 2. Product: [CH:1]1([N:4]2[C:13]3[C:8](=[CH:9][C:10]([F:54])=[C:11]([N:16]4[CH2:21][CH2:20][N:19]([CH2:22][CH2:23][C:24]([C:26]5[CH:27]=[CH:28][C:29]([O:32][CH2:33][CH2:34][CH2:35][CH:36]([P:37]([OH:42])([OH:39])=[O:38])[P:45]([OH:50])([OH:47])=[O:46])=[CH:30][CH:31]=5)=[O:25])[CH:18]([CH3:53])[CH2:17]4)[C:12]=3[O:14][CH3:15])[C:7](=[O:55])[C:6]([C:56]([OH:58])=[O:57])=[CH:5]2)[CH2:3][CH2:2]1. (2) Reactant: C[O:2][C:3]([C:5]1[CH:10]=[CH:9][C:8]([C:11]2[CH:16]=[CH:15][C:14]([CH2:17][O:18][C:19]3[CH:24]=[CH:23][C:22]([C:25]4[CH:30]=[CH:29][CH:28]=[CH:27][C:26]=4[F:31])=[C:21]([C:32]([F:35])([F:34])[F:33])[CH:20]=3)=[CH:13][CH:12]=2)=[CH:7][N:6]=1)=[O:4].[OH-].[Na+]. Product: [F:31][C:26]1[CH:27]=[CH:28][CH:29]=[CH:30][C:25]=1[C:22]1[CH:23]=[CH:24][C:19]([O:18][CH2:17][C:14]2[CH:13]=[CH:12][C:11]([C:8]3[CH:9]=[CH:10][C:5]([C:3]([OH:4])=[O:2])=[N:6][CH:7]=3)=[CH:16][CH:15]=2)=[CH:20][C:21]=1[C:32]([F:35])([F:33])[F:34]. The catalyst class is: 20.